Dataset: Full USPTO retrosynthesis dataset with 1.9M reactions from patents (1976-2016). Task: Predict the reactants needed to synthesize the given product. (1) Given the product [Br:1][C:2]1[CH:3]=[C:4]([NH:8][C:9]2[N:17]=[C:18]([NH2:19])[NH:21][N:20]=2)[CH:5]=[CH:6][CH:7]=1, predict the reactants needed to synthesize it. The reactants are: [Br:1][C:2]1[CH:3]=[C:4]([NH:8]/[C:9](=[N:17]/[C:18]#[N:19])/OC2C=CC=CC=2)[CH:5]=[CH:6][CH:7]=1.[NH2:20][NH2:21]. (2) Given the product [NH2:7][C@H:8]1[CH2:13][C@@H:12]([C:14]2[CH:19]=[CH:18][CH:17]=[CH:16][CH:15]=2)[C@@H:11]([CH3:20])[N:10]([CH2:21][CH2:22][C:23]([F:24])([F:25])[F:26])[C:9]1=[O:27], predict the reactants needed to synthesize it. The reactants are: C(OC(=O)[NH:7][C@H:8]1[CH2:13][C@@H:12]([C:14]2[CH:19]=[CH:18][CH:17]=[CH:16][CH:15]=2)[C@@H:11]([CH3:20])[N:10]([CH2:21][CH2:22][C:23]([F:26])([F:25])[F:24])[C:9]1=[O:27])(C)(C)C. (3) Given the product [Cl:1][C:2]1[N:3]([CH2:10][C@:11]([OH:12])([CH3:14])[CH2:13][N:18]2[CH2:17][CH2:16][N:15]([C:21]([O:23][C:24]([CH3:27])([CH3:26])[CH3:25])=[O:22])[CH2:20][CH2:19]2)[CH:4]=[C:5]([N+:7]([O-:9])=[O:8])[N:6]=1, predict the reactants needed to synthesize it. The reactants are: [Cl:1][C:2]1[N:3]([CH2:10][C@:11]2([CH3:14])[CH2:13][O:12]2)[CH:4]=[C:5]([N+:7]([O-:9])=[O:8])[N:6]=1.[N:15]1([C:21]([O:23][C:24]([CH3:27])([CH3:26])[CH3:25])=[O:22])[CH2:20][CH2:19][NH:18][CH2:17][CH2:16]1.CN(C=O)C. (4) The reactants are: [C:1]([O:5][C:6](=[O:18])[CH:7]([CH:13]1[CH2:17][CH2:16][CH2:15][CH2:14]1)[CH2:8][S:9](Cl)(=[O:11])=[O:10])([CH3:4])([CH3:3])[CH3:2].[Br:19][C:20]1[CH:32]=[C:31]([F:33])[CH:30]=[CH:29][C:21]=1[O:22][CH:23]1[CH2:28][CH2:27][NH:26][CH2:25][CH2:24]1.C(N(CC)CC)C. Given the product [Br:19][C:20]1[CH:32]=[C:31]([F:33])[CH:30]=[CH:29][C:21]=1[O:22][CH:23]1[CH2:24][CH2:25][N:26]([S:9]([CH2:8][CH:7]([CH:13]2[CH2:17][CH2:16][CH2:15][CH2:14]2)[C:6]([O:5][C:1]([CH3:4])([CH3:3])[CH3:2])=[O:18])(=[O:11])=[O:10])[CH2:27][CH2:28]1, predict the reactants needed to synthesize it. (5) The reactants are: [CH2:1]([NH:8][C:9]1[C:10]([CH3:22])=[CH:11][C:12]2[O:16][C:15]([CH3:18])([CH3:17])[C:14](=[O:19])[C:13]=2[C:20]=1[CH3:21])[C:2]1[CH:7]=[CH:6][CH:5]=[CH:4][CH:3]=1.[BH4-].[Na+]. Given the product [CH2:1]([NH:8][C:9]1[C:10]([CH3:22])=[CH:11][C:12]2[O:16][C:15]([CH3:18])([CH3:17])[CH:14]([OH:19])[C:13]=2[C:20]=1[CH3:21])[C:2]1[CH:3]=[CH:4][CH:5]=[CH:6][CH:7]=1, predict the reactants needed to synthesize it. (6) Given the product [CH3:34][N:35]([CH3:36])[C:2]1[CH:3]=[CH:4][C:5]2[C:14]3[NH:13][C:12](=[O:26])[C:11]([C:27]([OH:29])=[O:28])=[C:10]([OH:31])[C:9]=3[CH:8]([CH3:32])[CH2:7][C:6]=2[CH:33]=1, predict the reactants needed to synthesize it. The reactants are: Cl[C:2]1[CH:3]=[CH:4][C:5]2[C:14]3[N:13](CC4C=CC(OC)=CC=4OC)[C:12](=[O:26])[C:11]([C:27]([O:29]C)=[O:28])=[C:10]([OH:31])[C:9]=3[CH:8]([CH3:32])[CH2:7][C:6]=2[CH:33]=1.[CH3:34][NH:35][CH3:36].